From a dataset of Full USPTO retrosynthesis dataset with 1.9M reactions from patents (1976-2016). Predict the reactants needed to synthesize the given product. Given the product [CH3:25][S:26]([C:29]1[CH:34]=[CH:33][C:32]([C:35]2[CH:40]=[CH:39][C:38]([CH2:41][C@@H:42]([NH:49][C:9]([C:4]3[CH:5]=[C:6]([C:14]4[CH:15]=[CH:16][C:17]([C:20]([F:21])([F:22])[F:23])=[CH:18][CH:19]=4)[CH:7]=[CH:8][C:2]=3[OH:3])=[O:10])[C:43]3[O:47][N:46]=[C:45]([CH3:48])[N:44]=3)=[CH:37][CH:36]=2)=[CH:31][CH:30]=1)(=[O:28])=[O:27], predict the reactants needed to synthesize it. The reactants are: Cl[C:2]([C:4]1[CH:5]=[C:6]([C:14]2[CH:19]=[CH:18][C:17]([C:20]([F:23])([F:22])[F:21])=[CH:16][CH:15]=2)[CH:7]=[CH:8][C:9]=1[O:10]C(=O)C)=[O:3].Cl.[CH3:25][S:26]([C:29]1[CH:34]=[CH:33][C:32]([C:35]2[CH:40]=[CH:39][C:38]([CH2:41][C@@H:42]([NH2:49])[C:43]3[O:47][N:46]=[C:45]([CH3:48])[N:44]=3)=[CH:37][CH:36]=2)=[CH:31][CH:30]=1)(=[O:28])=[O:27].CCN(C(C)C)C(C)C.